From a dataset of Forward reaction prediction with 1.9M reactions from USPTO patents (1976-2016). Predict the product of the given reaction. Given the reactants [Cl:1][C:2]1[S:6][C:5]([C:7]2[N:11]([C:12]3[CH:17]=[CH:16][C:15]([Cl:18])=[CH:14][C:13]=3[Cl:19])[N:10]=[C:9]([C:20](Cl)=[O:21])[C:8]=2[CH3:23])=[CH:4][CH:3]=1.[N:24]1([C:30]([NH2:32])=[O:31])[CH2:29][CH2:28][CH2:27][CH2:26][CH2:25]1.C[Si]([N-][Si](C)(C)C)(C)C.[Li+], predict the reaction product. The product is: [N:24]1([C:30]([NH:32][C:20]([C:9]2[C:8]([CH3:23])=[C:7]([C:5]3[S:6][C:2]([Cl:1])=[CH:3][CH:4]=3)[N:11]([C:12]3[CH:17]=[CH:16][C:15]([Cl:18])=[CH:14][C:13]=3[Cl:19])[N:10]=2)=[O:21])=[O:31])[CH2:29][CH2:28][CH2:27][CH2:26][CH2:25]1.